From a dataset of Reaction yield outcomes from USPTO patents with 853,638 reactions. Predict the reaction yield, written as a fraction of the theoretical maximum amount of product (1.0 means a 100% yield; for example, 0.34 means a 34% yield). (1) The reactants are [Cl:1][C:2]1[CH:3]=[C:4]([NH:9][C:10]([N:12]2[CH2:17][CH2:16][N:15]([CH2:18][C@@H:19]3[CH2:24][CH2:23][CH2:22][NH:21][CH2:20]3)[CH2:14][CH2:13]2)=[O:11])[CH:5]=[CH:6][C:7]=1[Cl:8].[CH3:25][O:26][CH2:27][CH2:28][O:29][C:30]1[CH:37]=[CH:36][C:33]([CH:34]=O)=[CH:32][N:31]=1.C(O[BH-](OC(=O)C)OC(=O)C)(=O)C.[Na+]. The catalyst is ClCCl. The product is [Cl:1][C:2]1[CH:3]=[C:4]([NH:9][C:10]([N:12]2[CH2:17][CH2:16][N:15]([CH2:18][C@@H:19]3[CH2:24][CH2:23][CH2:22][N:21]([CH2:34][C:33]4[CH:32]=[N:31][C:30]([O:29][CH2:28][CH2:27][O:26][CH3:25])=[CH:37][CH:36]=4)[CH2:20]3)[CH2:14][CH2:13]2)=[O:11])[CH:5]=[CH:6][C:7]=1[Cl:8]. The yield is 0.270. (2) The reactants are [NH2:1][N:2]1[C:6]([C:7]#[N:8])=[C:5](Br)[CH:4]=[C:3]1[C:10]([O:12][CH2:13][CH3:14])=[O:11].[CH2:15]([O:22][C:23]1[CH:28]=[CH:27][C:26](B(O)O)=[CH:25][CH:24]=1)[C:16]1[CH:21]=[CH:20][CH:19]=[CH:18][CH:17]=1.ClCCl.C([O-])([O-])=O.[Na+].[Na+]. The product is [NH2:1][N:2]1[C:6]([C:7]#[N:8])=[C:5]([C:27]2[CH:26]=[CH:25][CH:24]=[C:23]([O:22][CH2:15][C:16]3[CH:21]=[CH:20][CH:19]=[CH:18][CH:17]=3)[CH:28]=2)[CH:4]=[C:3]1[C:10]([O:12][CH2:13][CH3:14])=[O:11]. The catalyst is COCCOC. The yield is 0.500. (3) The reactants are Br[C:2]1[CH:28]=[CH:27][C:5]2[N:6]([CH2:9][C:10]3[CH:26]=[CH:25][C:13]4[N:14]=[C:15]([NH:17][C@@H:18]5[CH2:23][CH2:22][CH2:21][CH2:20][C@H:19]5[OH:24])[S:16][C:12]=4[CH:11]=3)[CH:7]=[N:8][C:4]=2[CH:3]=1.[CH3:29][S:30]([O-:32])=[O:31].[Na+].CN(C)CCN. No catalyst specified. The product is [CH3:29][S:30]([C:2]1[CH:28]=[CH:27][C:5]2[N:6]([CH2:9][C:10]3[CH:26]=[CH:25][C:13]4[N:14]=[C:15]([NH:17][C@@H:18]5[CH2:23][CH2:22][CH2:21][CH2:20][C@H:19]5[OH:24])[S:16][C:12]=4[CH:11]=3)[CH:7]=[N:8][C:4]=2[CH:3]=1)(=[O:32])=[O:31]. The yield is 0.300. (4) The yield is 0.330. The product is [F:75][CH2:74][C:71]1([CH2:72][F:73])[O:70][B:69]([OH:76])[C:68]2[CH:77]=[C:64]([CH2:63][NH:62][C:18](=[O:20])[C:17]3[CH:21]=[CH:22][C:14]([C:11]4[CH2:10][C:9]([C:4]5[CH:3]=[C:2]([Cl:1])[CH:7]=[C:6]([Cl:8])[CH:5]=5)([C:24]([F:27])([F:25])[F:26])[O:13][N:12]=4)=[CH:15][C:16]=3[CH3:23])[CH:65]=[CH:66][C:67]1=2. The reactants are [Cl:1][C:2]1[CH:3]=[C:4]([C:9]2([C:24]([F:27])([F:26])[F:25])[O:13][N:12]=[C:11]([C:14]3[CH:22]=[CH:21][C:17]([C:18]([OH:20])=O)=[C:16]([CH3:23])[CH:15]=3)[CH2:10]2)[CH:5]=[C:6]([Cl:8])[CH:7]=1.CCN(C(C)C)C(C)C.CN(C(ON1N=NC2C=CC=NC1=2)=[N+](C)C)C.F[P-](F)(F)(F)(F)F.Cl.[NH2:62][CH2:63][C:64]1[CH:65]=[CH:66][C:67]2[C:71]([CH2:74][F:75])([CH2:72][F:73])[O:70][B:69]([OH:76])[C:68]=2[CH:77]=1. The catalyst is CN(C=O)C. (5) The reactants are [C:1]([C:3]1[CH:4]=[C:5]([CH:10]=[C:11]([OH:13])[CH:12]=1)[C:6]([O:8][CH3:9])=[O:7])#[N:2].C(=O)([O-])[O-].[K+].[K+].[CH3:20][O:21][CH2:22][CH2:23]Cl. The product is [C:1]([C:3]1[CH:4]=[C:5]([CH:10]=[C:11]([O:13][CH2:23][CH2:22][O:21][CH3:20])[CH:12]=1)[C:6]([O:8][CH3:9])=[O:7])#[N:2]. The catalyst is CN(C)C=O.C(OCC)(=O)C. The yield is 0.930. (6) The reactants are [Cl:1][C:2]1[N:7]=[C:6]([NH2:8])[C:5]([CH3:9])=[CH:4][N:3]=1.Br[C:11]1[CH:16]=[CH:15][C:14]([F:17])=[C:13]([O:18][CH3:19])[CH:12]=1.CC1(C)C2C(=C(P(C3C=CC=CC=3)C3C=CC=CC=3)C=CC=2)OC2C(P(C3C=CC=CC=3)C3C=CC=CC=3)=CC=CC1=2.C(=O)([O-])[O-].[Cs+].[Cs+]. The catalyst is O1CCOCC1.C(Cl)Cl.C1C=CC(/C=C/C(/C=C/C2C=CC=CC=2)=O)=CC=1.C1C=CC(/C=C/C(/C=C/C2C=CC=CC=2)=O)=CC=1.C1C=CC(/C=C/C(/C=C/C2C=CC=CC=2)=O)=CC=1.[Pd].[Pd]. The product is [Cl:1][C:2]1[N:7]=[C:6]([NH:8][C:11]2[CH:16]=[CH:15][C:14]([F:17])=[C:13]([O:18][CH3:19])[CH:12]=2)[C:5]([CH3:9])=[CH:4][N:3]=1. The yield is 0.140. (7) The catalyst is C(Cl)Cl.Cl[Ti](Cl)(Cl)Cl. The product is [Cl:95][C@H:18]1[CH2:19][CH2:20][C@@:21]2([CH3:22])[C:16](=[CH:15][CH2:14][C@@H:13]3[C@@H:23]2[CH2:24][CH2:25][C@@:26]2([CH3:27])[C@H:12]3[CH2:11][CH2:10][C@@H:9]2[C@H:7]([CH3:8])[CH2:6][CH2:5][CH2:4][CH:2]([CH3:1])[CH3:3])[CH2:17]1. The reactants are [CH3:1][CH:2]([CH2:4][CH2:5][CH2:6][C@H:7]([C@@H:9]1[C@:26]2([CH3:27])[C@H:12]([C@H:13]3[C@H:23]([CH2:24][CH2:25]2)[C@:21]2([CH3:22])[C:16]([CH2:17][C@@H:18](O)[CH2:19][CH2:20]2)=[CH:15][CH2:14]3)[CH2:11][CH2:10]1)[CH3:8])[CH3:3].CC(CCC[C@H]([C@@H]1[C@]2(C)[C@H]([C@H]3[C@H](CC2)[C@]2(C)C(C[C@@H](NCCCNC(=O)CCNC(=O)CCNC(=O)CCCCCNC4C=CC([N+]([O-])=O)=CC=4[N+]([O-])=O)CC2)=CC3)CC1)C)C.C[Si]([Cl:95])(C)C.C([O-])(O)=O.[Na+]. The yield is 0.950.